From a dataset of Reaction yield outcomes from USPTO patents with 853,638 reactions. Predict the reaction yield, written as a fraction of the theoretical maximum amount of product (1.0 means a 100% yield; for example, 0.34 means a 34% yield). (1) The reactants are Cl[C:2]1[N:30]=[C:29]([O:31][CH2:32][CH3:33])[CH:28]=[CH:27][C:3]=1[C:4]([NH:6][CH2:7][CH2:8][NH:9][C:10]([C:12]1[C:13]([C:23]([F:26])([F:25])[F:24])=[N:14][N:15]([C:17]2[CH:22]=[CH:21][CH:20]=[CH:19][CH:18]=2)[CH:16]=1)=[O:11])=[O:5].[C:34]1(B(O)O)[CH:39]=[CH:38][CH:37]=[CH:36][CH:35]=1.C(=O)([O-])[O-].[Cs+].[Cs+].C(N1CCN2CCN(CC(C)C)P1N(CC(C)C)CC2)C(C)C. The catalyst is C1(C)C=CC=CC=1.CC([O-])=O.CC([O-])=O.[Pd+2]. The product is [CH2:32]([O:31][C:29]1[CH:28]=[CH:27][C:3]([C:4]([NH:6][CH2:7][CH2:8][NH:9][C:10]([C:12]2[C:13]([C:23]([F:26])([F:25])[F:24])=[N:14][N:15]([C:17]3[CH:22]=[CH:21][CH:20]=[CH:19][CH:18]=3)[CH:16]=2)=[O:11])=[O:5])=[C:2]([C:34]2[CH:39]=[CH:38][CH:37]=[CH:36][CH:35]=2)[N:30]=1)[CH3:33]. The yield is 0.120. (2) The reactants are [C:1]([O:8][C@@H:9]1[C@@H:17]([O:18][CH2:19][C:20]2[CH:25]=[CH:24][CH:23]=[CH:22][CH:21]=2)[C@@H:16](O)[C@@H:15]([CH3:27])[O:14][C@@H:10]1[S:11][CH2:12][CH3:13])(=[O:7])[CH2:2][CH2:3][C:4]([CH3:6])=[O:5].N1C=CC=CC=1.FC(F)(F)S(OS(C(F)(F)F)(=O)=O)(=O)=O.[O-]S(C(F)(F)F)(=O)=O.[N-:57]=[N+:58]=[N-:59].[Na+]. The catalyst is C(Cl)Cl.CN(C=O)C. The product is [N:57]([C@@H:16]1[C@@H:15]([CH3:27])[O:14][C@H:10]([S:11][CH2:12][CH3:13])[C@H:9]([O:8][C:1](=[O:7])[CH2:2][CH2:3][C:4]([CH3:6])=[O:5])[C@H:17]1[O:18][CH2:19][C:20]1[CH:25]=[CH:24][CH:23]=[CH:22][CH:21]=1)=[N+:58]=[N-:59]. The yield is 0.790. (3) The reactants are [CH3:1][O:2][N:3]([CH3:22])[C:4]([C:6]1[CH:21]=[CH:20][C:9]2[S:10][C:11]3[CH:19]=[CH:18][CH:17]=[CH:16][C:12]=3[C:13](Cl)=[N:14][C:8]=2[CH:7]=1)=[O:5].[CH2:23]1[CH2:27]O[CH2:25][CH2:24]1.[Cl-].[Mg+2].[Cl-]. The catalyst is CN1CCCC1=O. The product is [CH3:1][O:2][N:3]([CH3:22])[C:4]([C:6]1[CH:21]=[CH:20][C:9]2[S:10][C:11]3[CH:19]=[CH:18][CH:17]=[CH:16][C:12]=3[C:13]([CH2:27][CH2:23][CH2:24][CH3:25])=[N:14][C:8]=2[CH:7]=1)=[O:5]. The yield is 0.700. (4) The reactants are [CH2:1]([NH:8][C:9](=[O:18])[NH:10][CH2:11][C:12]1([C:15]([OH:17])=O)[CH2:14][CH2:13]1)[C:2]1[CH:7]=[CH:6][CH:5]=[CH:4][CH:3]=1.OC1C2N=NNC=2C=CC=1.C(N=C=NCCCN(C)C)C.[NH2:40][C@@H:41]([CH2:64][C:65]1[CH:70]=[CH:69][C:68]([O:71][C:72]([CH3:75])([CH3:74])[CH3:73])=[CH:67][CH:66]=1)[C:42]([N:44]([CH2:56][CH:57]([O:61][CH2:62][CH3:63])[O:58][CH2:59][CH3:60])[CH2:45][C:46]1[C:55]2[C:50](=[CH:51][CH:52]=[CH:53][CH:54]=2)[CH:49]=[CH:48][CH:47]=1)=[O:43]. The catalyst is ClCCl.CN(C)C1C=CN=CC=1. The product is [CH2:1]([NH:8][C:9](=[O:18])[NH:10][CH2:11][C:12]1([C:15]([NH:40][C@@H:41]([CH2:64][C:65]2[CH:70]=[CH:69][C:68]([O:71][C:72]([CH3:74])([CH3:73])[CH3:75])=[CH:67][CH:66]=2)[C:42]([N:44]([CH2:56][CH:57]([O:61][CH2:62][CH3:63])[O:58][CH2:59][CH3:60])[CH2:45][C:46]2[C:55]3[C:50](=[CH:51][CH:52]=[CH:53][CH:54]=3)[CH:49]=[CH:48][CH:47]=2)=[O:43])=[O:17])[CH2:13][CH2:14]1)[C:2]1[CH:3]=[CH:4][CH:5]=[CH:6][CH:7]=1. The yield is 0.970. (5) The reactants are [F:1][C:2]1[CH:3]=[CH:4][C:5]([NH:8][NH2:9])=[N:6][CH:7]=1.[CH:10]([N:13]1[CH2:17][CH2:16][CH2:15][C@H:14]1[C:18](O)=[O:19])([CH3:12])[CH3:11].C(Cl)CCl.C1C=CC2N(O)N=NC=2C=1.O. The catalyst is CN(C=O)C. The product is [F:1][C:2]1[CH:3]=[CH:4][C:5]([N:8]([C:18]([C@@H:14]2[CH2:15][CH2:16][CH2:17][N:13]2[CH:10]([CH3:12])[CH3:11])=[O:19])[NH2:9])=[N:6][CH:7]=1. The yield is 0.830. (6) The reactants are C([O:3][C:4]([C:6]1[C:7]([C:12]2[CH:17]=[CH:16][CH:15]=[C:14]([F:18])[C:13]=2[F:19])=[N:8][O:9][C:10]=1[CH3:11])=O)C.C(OC(C1C(C2C=CC=CC=2F)=NOC=1C)=O)C. No catalyst specified. The product is [F:19][C:13]1[C:14]([F:18])=[CH:15][CH:16]=[CH:17][C:12]=1[C:7]1[C:6]([CH2:4][OH:3])=[C:10]([CH3:11])[O:9][N:8]=1. The yield is 0.350. (7) The reactants are Cl[O-].[Na+].[C:4]([C:6]1[CH:11]=[CH:10][CH:9]=[C:8]([O:12][CH3:13])[C:7]=1[F:14])#[CH:5].[OH:15][N:16]=[CH:17][CH2:18][CH2:19][C@@:20]([CH3:30])([S:26]([CH3:29])(=[O:28])=[O:27])[C:21]([O:23][CH2:24][CH3:25])=[O:22].O. The catalyst is ClCCl. The product is [F:14][C:7]1[C:8]([O:12][CH3:13])=[CH:9][CH:10]=[CH:11][C:6]=1[C:4]1[O:15][N:16]=[C:17]([CH2:18][CH2:19][C@@:20]([CH3:30])([S:26]([CH3:29])(=[O:28])=[O:27])[C:21]([O:23][CH2:24][CH3:25])=[O:22])[CH:5]=1. The yield is 0.520.